Dataset: Reaction yield outcomes from USPTO patents with 853,638 reactions. Task: Predict the reaction yield, written as a fraction of the theoretical maximum amount of product (1.0 means a 100% yield; for example, 0.34 means a 34% yield). (1) The reactants are [F:1][C:2]1[CH:7]=[CH:6][C:5]([OH:8])=[CH:4][CH:3]=1.[C:9](O)([CH3:12])([CH3:11])[CH3:10].S(=O)(=O)(O)O. The catalyst is C(Cl)Cl. The product is [C:9]([C:6]1[CH:7]=[C:2]([F:1])[CH:3]=[CH:4][C:5]=1[OH:8])([CH3:12])([CH3:11])[CH3:10]. The yield is 0.420. (2) The reactants are [C:1]([NH:4][CH2:5][CH2:6][CH2:7][S:8]([O:11][CH2:12][C:13]([CH3:19])([CH3:18])[CH2:14][CH2:15][CH:16]=C)(=[O:10])=[O:9])(=[O:3])[CH3:2].O.[O:21]1CCCC1.I([O-])(=O)(=O)=O.[Na+]. The catalyst is C(O)(C)(C)C.[Os](=O)(=O)(=O)=O. The product is [C:1]([NH:4][CH2:5][CH2:6][CH2:7][S:8]([O:11][CH2:12][C:13]([CH3:19])([CH3:18])[CH2:14][CH2:15][CH:16]=[O:21])(=[O:10])=[O:9])(=[O:3])[CH3:2]. The yield is 0.450. (3) The reactants are [O:1]1[CH:5]=[CH:4][CH:3]=[C:2]1[C:6]1[O:7][C:8]([CH3:36])=[C:9]([CH2:11][O:12][C:13]2[CH:33]=[CH:32][C:16]([CH2:17][O:18][C:19]3[C:23]([CH2:24][OH:25])=[CH:22][N:21]([C:26]4[CH:31]=[CH:30][CH:29]=[CH:28][CH:27]=4)[N:20]=3)=[CH:15][C:14]=2[O:34][CH3:35])[N:10]=1.[CH3:37]N(C)C=O.[H-].[Na+].CI. The catalyst is O. The product is [O:1]1[CH:5]=[CH:4][CH:3]=[C:2]1[C:6]1[O:7][C:8]([CH3:36])=[C:9]([CH2:11][O:12][C:13]2[CH:33]=[CH:32][C:16]([CH2:17][O:18][C:19]3[C:23]([CH2:24][O:25][CH3:37])=[CH:22][N:21]([C:26]4[CH:27]=[CH:28][CH:29]=[CH:30][CH:31]=4)[N:20]=3)=[CH:15][C:14]=2[O:34][CH3:35])[N:10]=1. The yield is 0.650.